Dataset: Catalyst prediction with 721,799 reactions and 888 catalyst types from USPTO. Task: Predict which catalyst facilitates the given reaction. (1) Reactant: [Br:1][C:2]1[CH:3]=[CH:4][C:5]([O:21][CH3:22])=[C:6]([C:8]2[N:9]([C:14]3[N:19]=[C:18](Br)[CH:17]=[CH:16][CH:15]=3)[C:10]([CH3:13])=[CH:11][CH:12]=2)[CH:7]=1.C(N([CH2:28][CH3:29])CC)C.[C]=[O:31].[CH2:32]([OH:34])C. Product: [CH2:28]([O:31][C:32](=[O:34])[C:18]1[CH:17]=[CH:16][CH:15]=[C:14]([N:9]2[C:10]([CH3:13])=[CH:11][CH:12]=[C:8]2[C:6]2[CH:7]=[C:2]([Br:1])[CH:3]=[CH:4][C:5]=2[O:21][CH3:22])[N:19]=1)[CH3:29]. The catalyst class is: 235. (2) Reactant: [Cl:1][C:2]1[CH:3]=[C:4]([C:8]2(O)[C:17]3[C:12](=[CH:13][CH:14]=[C:15]([O:18][CH3:19])[CH:16]=3)[CH2:11][CH2:10][CH2:9]2)[CH:5]=[CH:6][CH:7]=1.C1(C)C=CC(S(O)(=O)=O)=CC=1. Product: [Cl:1][C:2]1[CH:3]=[C:4]([C:8]2[C:17]3[C:12](=[CH:13][CH:14]=[C:15]([O:18][CH3:19])[CH:16]=3)[CH2:11][CH2:10][CH:9]=2)[CH:5]=[CH:6][CH:7]=1. The catalyst class is: 48. (3) Reactant: [Br:1][C:2]1[CH:3]=[C:4]([CH:8]([P:10](=[O:17])([O:14][CH2:15][CH3:16])[O:11][CH2:12][CH3:13])O)[CH:5]=[CH:6][CH:7]=1.CCN(S(F)(F)[F:24])CC. Product: [Br:1][C:2]1[CH:3]=[C:4]([CH:8]([P:10](=[O:17])([O:14][CH2:15][CH3:16])[O:11][CH2:12][CH3:13])[F:24])[CH:5]=[CH:6][CH:7]=1. The catalyst class is: 2. (4) Reactant: [CH2:1]([N:8]1[C:12]([C:13]([F:16])([F:15])[F:14])=[C:11](Br)[C:10]([C:18]2[CH:23]=[CH:22][C:21]([Cl:24])=[CH:20][CH:19]=2)=[C:9]1[C:25]([N:27]([CH2:29][C:30]([CH3:33])([CH3:32])[CH3:31])[CH3:28])=[O:26])[C:2]1[CH:7]=[CH:6][CH:5]=[CH:4][CH:3]=1.[CH3:34][S:35]([O-:37])=[O:36].[Na+].CS(C)=O.CNCCNC. Product: [CH2:1]([N:8]1[C:12]([C:13]([F:16])([F:15])[F:14])=[C:11]([S:35]([CH3:34])(=[O:37])=[O:36])[C:10]([C:18]2[CH:23]=[CH:22][C:21]([Cl:24])=[CH:20][CH:19]=2)=[C:9]1[C:25]([N:27]([CH2:29][C:30]([CH3:33])([CH3:32])[CH3:31])[CH3:28])=[O:26])[C:2]1[CH:7]=[CH:6][CH:5]=[CH:4][CH:3]=1. The catalyst class is: 46.